From a dataset of Experimentally validated miRNA-target interactions with 360,000+ pairs, plus equal number of negative samples. Binary Classification. Given a miRNA mature sequence and a target amino acid sequence, predict their likelihood of interaction. (1) The miRNA is hsa-miR-514a-3p with sequence AUUGACACUUCUGUGAGUAGA. The protein sequence of the target gene is MALCNGDSKLENAGGDLKDGHHHYEGAVVILDAGAQYGKVIDRRVRELFVQSEIFPLETPAFAIKEQGFRAIIISGGPNSVYAEDAPWFDPAIFTIGKPVLGICYGMQMMNKVFGGTVHKKSVREDGVFNISVDNTCSLFRGLQKEEVVLLTHGDSVDKVADGFKVVARSGNIVAGIANESKKLYGAQFHPEVGLTENGKVILKNFLYDIAGCSGTFTVQNRELECIREIKERVGTSKVLVLLSGGVDSTVCTALLNRALNQEQVIAVHIDNGFMRKRESQSVEEALKKLGIQVKVINAA.... Result: 0 (no interaction). (2) The miRNA is mmu-miR-467g with sequence UAUACAUACACACACAUAUAU. The protein sequence of the target gene is MIALFNKLLDWFKALFWKEEMELTLVGLQYSGKTTFVNVIASGQFNEDMIPTVGFNMRKITKGNVTIKLWDIGGQPRFRSMWERYCRGVSAIVYMVDAADQEKIEASKNELHNLLDKPQLQGIPVLVLGNKRDLAGALDEKELIEKMNLSAIQDREICCYSISCKEKDNIDITLQWLIQHSKSRRS. Result: 1 (interaction).